This data is from Full USPTO retrosynthesis dataset with 1.9M reactions from patents (1976-2016). The task is: Predict the reactants needed to synthesize the given product. (1) Given the product [CH3:1][N:2]1[C:6]([NH:7][C:10](=[O:11])[O:12][CH2:13][C:14]([Cl:17])([Cl:16])[Cl:15])=[CH:5][C:4]([CH3:8])=[N:3]1, predict the reactants needed to synthesize it. The reactants are: [CH3:1][N:2]1[C:6]([NH2:7])=[CH:5][C:4]([CH3:8])=[N:3]1.Cl[C:10]([O:12][CH2:13][C:14]([Cl:17])([Cl:16])[Cl:15])=[O:11].O. (2) Given the product [CH2:1]([O:3][C:4]([C@:5]1([C:8]2[CH:13]=[CH:12][C:11]([S:14]([CH:17]3[CH2:19][CH2:18]3)(=[O:16])=[O:15])=[CH:10][CH:9]=2)[CH2:4][C@H:5]1[CH:8]1[CH2:13][CH2:12][CH2:11][CH2:10][CH2:9]1)=[O:20])[CH3:2], predict the reactants needed to synthesize it. The reactants are: [CH2:1]([O:3][C:4](=[O:20])[C:5]([C:8]1[CH:13]=[CH:12][C:11]([S:14]([CH:17]2[CH2:19][CH2:18]2)(=[O:16])=[O:15])=[CH:10][CH:9]=1)=[N+]=[N-])[CH3:2].